This data is from NCI-60 drug combinations with 297,098 pairs across 59 cell lines. The task is: Regression. Given two drug SMILES strings and cell line genomic features, predict the synergy score measuring deviation from expected non-interaction effect. (1) Drug 1: CC12CCC3C(C1CCC2=O)CC(=C)C4=CC(=O)C=CC34C. Drug 2: C1CCC(CC1)NC(=O)N(CCCl)N=O. Cell line: U251. Synergy scores: CSS=49.6, Synergy_ZIP=-6.58, Synergy_Bliss=-2.23, Synergy_Loewe=-2.44, Synergy_HSA=-0.582. (2) Drug 1: C1=CC(=C2C(=C1NCCNCCO)C(=O)C3=C(C=CC(=C3C2=O)O)O)NCCNCCO. Drug 2: C1CN(P(=O)(OC1)NCCCl)CCCl. Cell line: T-47D. Synergy scores: CSS=27.2, Synergy_ZIP=-3.43, Synergy_Bliss=-0.592, Synergy_Loewe=-43.3, Synergy_HSA=-0.646. (3) Drug 1: CN1C(=O)N2C=NC(=C2N=N1)C(=O)N. Drug 2: C1CC(CNC1)C2=CC=C(C=C2)N3C=C4C=CC=C(C4=N3)C(=O)N. Cell line: OVCAR3. Synergy scores: CSS=12.0, Synergy_ZIP=6.39, Synergy_Bliss=9.54, Synergy_Loewe=2.64, Synergy_HSA=5.09. (4) Drug 1: C1=C(C(=O)NC(=O)N1)F. Drug 2: C1=NC2=C(N1)C(=S)N=C(N2)N. Cell line: HCC-2998. Synergy scores: CSS=41.4, Synergy_ZIP=-7.56, Synergy_Bliss=-8.63, Synergy_Loewe=-6.67, Synergy_HSA=-4.14.